Predict the reactants needed to synthesize the given product. From a dataset of Full USPTO retrosynthesis dataset with 1.9M reactions from patents (1976-2016). (1) Given the product [O:1]1[CH2:6][CH2:5][N:4]([CH2:7][CH2:8][O:9][CH2:17][C:18]([C:20]2[CH:21]=[C:22]([CH:25]=[O:26])[NH:23][CH:24]=2)=[O:19])[CH2:3][CH2:2]1, predict the reactants needed to synthesize it. The reactants are: [O:1]1[CH2:6][CH2:5][N:4]([CH2:7][CH2:8][OH:9])[CH2:3][CH2:2]1.CC([O-])(C)C.[K+].Cl[CH2:17][C:18]([C:20]1[CH:21]=[C:22]([CH:25]=[O:26])[NH:23][CH:24]=1)=[O:19]. (2) Given the product [F:1][C:2]1[CH:3]=[CH:4][C:5]([C:8]2[N:9]=[CH:10][NH:11][CH:12]=2)=[N:6][CH:7]=1, predict the reactants needed to synthesize it. The reactants are: [F:1][C:2]1[CH:3]=[CH:4][C:5]([C:8]2[N:9]=[CH:10][N:11](C(C3C=CC=CC=3)(C3C=CC=CC=3)C3C=CC=CC=3)[CH:12]=2)=[N:6][CH:7]=1.Cl. (3) Given the product [C:1]([C:5]1[CH:29]=[CH:28][C:8]([CH2:9][NH:10][C:11]2[CH:26]=[CH:25][C:24]([Cl:27])=[CH:23][C:12]=2[C:13]([NH:15][C:16]2[CH:21]=[CH:20][C:19]([Cl:22])=[CH:18][N:17]=2)=[O:14])=[C:7]([O:30][CH:31]2[CH2:36][CH2:35][NH:34][CH2:33][CH2:32]2)[CH:6]=1)([CH3:4])([CH3:2])[CH3:3], predict the reactants needed to synthesize it. The reactants are: [C:1]([C:5]1[CH:29]=[CH:28][C:8]([CH2:9][NH:10][C:11]2[CH:26]=[CH:25][C:24]([Cl:27])=[CH:23][C:12]=2[C:13]([NH:15][C:16]2[CH:21]=[CH:20][C:19]([Cl:22])=[CH:18][N:17]=2)=[O:14])=[C:7]([O:30][CH:31]2[CH2:36][CH2:35][N:34](C(OC(C)(C)C)=O)[CH2:33][CH2:32]2)[CH:6]=1)([CH3:4])([CH3:3])[CH3:2].[OH-].[Na+]. (4) The reactants are: ON[CH2:3][C:4]([NH:6][C:7]1[CH:15]=[CH:14][CH:13]=[C:12]2[C:8]=1[CH2:9][CH2:10][CH2:11]2)=[O:5].CS(O)(=O)=[O:18]. Given the product [NH:6]1[C:7]2[C:15](=[CH:14][CH:13]=[C:12]3[C:8]=2[CH2:9][CH2:10][CH2:11]3)[C:3](=[O:18])[C:4]1=[O:5], predict the reactants needed to synthesize it. (5) Given the product [C:2]([CH2:3][C:4]([CH3:14])([CH3:13])[CH2:5][C:6]([O:8][C:9]([CH3:12])([CH3:11])[CH3:10])=[O:7])#[N:1], predict the reactants needed to synthesize it. The reactants are: [NH2:1][C:2](=O)[CH2:3][C:4]([CH3:14])([CH3:13])[CH2:5][C:6]([O:8][C:9]([CH3:12])([CH3:11])[CH3:10])=[O:7].N1C=CC=CC=1.FC(F)(F)C(OC(=O)C(F)(F)F)=O.C(OCC)(=O)C. (6) The reactants are: C[O:2][C:3](=[O:22])[C:4]1[CH:9]=[CH:8][C:7]([O:10][CH:11]2[CH2:16][CH2:15][N:14]([C:17]([CH:19]3[CH2:21][CH2:20]3)=[O:18])[CH2:13][CH2:12]2)=[CH:6][CH:5]=1.[OH-].[Na+]. Given the product [CH:19]1([C:17]([N:14]2[CH2:13][CH2:12][CH:11]([O:10][C:7]3[CH:6]=[CH:5][C:4]([C:3]([OH:22])=[O:2])=[CH:9][CH:8]=3)[CH2:16][CH2:15]2)=[O:18])[CH2:21][CH2:20]1, predict the reactants needed to synthesize it. (7) Given the product [O:8]1[C:7]2=[CH:2][N:3]=[C:4]([C:11]([OH:13])=[O:12])[CH:5]=[C:6]2[CH2:10][CH2:9]1, predict the reactants needed to synthesize it. The reactants are: Cl[C:2]1[N:3]=[C:4]([C:11]([OH:13])=[O:12])[CH:5]=[C:6]2[CH:10]=[CH:9][O:8][C:7]=12.